From a dataset of Tyrosyl-DNA phosphodiesterase HTS with 341,365 compounds. Binary Classification. Given a drug SMILES string, predict its activity (active/inactive) in a high-throughput screening assay against a specified biological target. The drug is Fc1c(CN2CC(CCC2=O)C(=O)NCc2ccc(N3CCCC3=O)cc2)cccc1. The result is 0 (inactive).